This data is from Catalyst prediction with 721,799 reactions and 888 catalyst types from USPTO. The task is: Predict which catalyst facilitates the given reaction. (1) Reactant: C1C=C(Cl)C=C(C(OO)=[O:9])C=1.[CH2:12]=[C:13]1[CH2:19][N:18]([C:20]2[N:21]([CH3:28])[N:22]=[CH:23][C:24]=2[N+:25]([O-:27])=[O:26])[CH2:17][CH2:16][C@H:15]([NH:29][C:30](=[O:36])[O:31][C:32]([CH3:35])([CH3:34])[CH3:33])[CH2:14]1. Product: [CH3:28][N:21]1[C:20]([N:18]2[CH2:19][C:13]3([CH2:12][O:9]3)[CH2:14][C@@H:15]([NH:29][C:30](=[O:36])[O:31][C:32]([CH3:33])([CH3:35])[CH3:34])[CH2:16][CH2:17]2)=[C:24]([N+:25]([O-:27])=[O:26])[CH:23]=[N:22]1. The catalyst class is: 2. (2) Reactant: [CH3:1][O:2][C:3]1[CH:4]=[N:5][C:6]2[C:11]([N:12]=1)=[CH:10][C:9]([C:13]([OH:15])=O)=[CH:8][CH:7]=2.C1C=CC2N(O)N=NC=2C=1.C(Cl)CCl.Cl.[CH3:31][O:32][NH:33][CH3:34]. Product: [CH3:31][O:32][N:33]([CH3:34])[C:13]([C:9]1[CH:10]=[C:11]2[C:6](=[CH:7][CH:8]=1)[N:5]=[CH:4][C:3]([O:2][CH3:1])=[N:12]2)=[O:15]. The catalyst class is: 2. (3) Reactant: [S:1]1[C:5]2[CH:6]=[CH:7][CH:8]=[CH:9][C:4]=2[CH:3]=[CH:2]1.[Li]CCCC.[C:15](=[S:17])=[S:16].[CH3:18]I. Product: [CH3:18][S:16][C:15]([C:2]1[S:1][C:5]2[CH:6]=[CH:7][CH:8]=[CH:9][C:4]=2[CH:3]=1)=[S:17]. The catalyst class is: 280. (4) Reactant: F[C:2]1[CH:7]=[CH:6][C:5]([N+:8]([O-:10])=[O:9])=[CH:4][CH:3]=1.[CH3:11][C@@H:12]1[CH2:17][NH:16][C@@H:15]([CH3:18])[CH2:14][NH:13]1. Product: [CH3:11][C@H:12]1[CH2:17][NH:16][C@H:15]([CH3:18])[CH2:14][N:13]1[C:2]1[CH:7]=[CH:6][C:5]([N+:8]([O-:10])=[O:9])=[CH:4][CH:3]=1. The catalyst class is: 10. (5) Reactant: [N+:1]([C:4]1[C:10]([OH:11])=[CH:9][CH:8]=[CH:7][C:5]=1[OH:6])([O-])=O.[H][H]. Product: [NH2:1][C:4]1[C:10]([OH:11])=[CH:9][CH:8]=[CH:7][C:5]=1[OH:6]. The catalyst class is: 19. (6) Reactant: [F:1][C:2]1[CH:12]=[CH:11][C:5]([CH2:6][NH:7][CH2:8][CH2:9][OH:10])=[CH:4][CH:3]=1.C(N(CC)CC)C.[CH3:20][C:21]([Si:24](Cl)([CH3:26])[CH3:25])([CH3:23])[CH3:22]. Product: [C:21]([Si:24]([CH3:26])([CH3:25])[O:10][CH2:9][CH2:8][NH:7][CH2:6][C:5]1[CH:4]=[CH:3][C:2]([F:1])=[CH:12][CH:11]=1)([CH3:23])([CH3:22])[CH3:20]. The catalyst class is: 64. (7) Reactant: [CH3:1][O:2][C:3]1[CH:4]=[C:5]2[C:10](=[CH:11][C:12]=1[O:13][CH3:14])[N:9]=[C:8]([CH3:15])[N:7]=[C:6]2[O:16][C:17]1[CH:22]=[CH:21][C:20]([N+:23]([O-])=O)=[CH:19][CH:18]=1.C([O-])=O. Product: [CH3:1][O:2][C:3]1[CH:4]=[C:5]2[C:10](=[CH:11][C:12]=1[O:13][CH3:14])[N:9]=[C:8]([CH3:15])[N:7]=[C:6]2[O:16][C:17]1[CH:18]=[CH:19][C:20]([NH2:23])=[CH:21][CH:22]=1. The catalyst class is: 14. (8) Reactant: [C:1]([C:4]1[C:5](Br)=[N:6][CH:7]=[CH:8][CH:9]=1)(=[O:3])[CH3:2].[C:11]([C:13]1[CH:14]=[C:15]([O:23][CH3:24])[C:16]([O:21][CH3:22])=[C:17]([O:19][CH3:20])[CH:18]=1)#[CH:12].C(N(CC)CC)C.[Cl-]. Product: [CH3:24][O:23][C:15]1[CH:14]=[C:13]([C:11]#[C:12][C:5]2[C:4]([C:1](=[O:3])[CH3:2])=[CH:9][CH:8]=[CH:7][N:6]=2)[CH:18]=[C:17]([O:19][CH3:20])[C:16]=1[O:21][CH3:22]. The catalyst class is: 76. (9) Reactant: C([O:3][C:4](=[O:37])[CH2:5][O:6][C:7]1[CH:12]=[CH:11][C:10]([S:13][C:14]2[CH:19]=[C:18]([C:20]#[C:21][CH2:22][N:23]3[CH2:28][CH2:27][O:26][CH2:25][CH2:24]3)[CH:17]=[C:16]([O:29][CH2:30][CH:31]3[CH2:35][CH2:34][CH2:33][CH2:32]3)[CH:15]=2)=[CH:9][C:8]=1[CH3:36])C.[OH-].[Na+].Cl. Product: [CH:31]1([CH2:30][O:29][C:16]2[CH:15]=[C:14]([S:13][C:10]3[CH:11]=[CH:12][C:7]([O:6][CH2:5][C:4]([OH:37])=[O:3])=[C:8]([CH3:36])[CH:9]=3)[CH:19]=[C:18]([C:20]#[C:21][CH2:22][N:23]3[CH2:24][CH2:25][O:26][CH2:27][CH2:28]3)[CH:17]=2)[CH2:35][CH2:34][CH2:33][CH2:32]1. The catalyst class is: 219.